From a dataset of Reaction yield outcomes from USPTO patents with 853,638 reactions. Predict the reaction yield, written as a fraction of the theoretical maximum amount of product (1.0 means a 100% yield; for example, 0.34 means a 34% yield). (1) The reactants are C[O:2][C:3]([C:5]1[CH:13]=[C:12]2[C:8]([CH:9]=[CH:10][NH:11]2)=[CH:7][CH:6]=1)=[O:4].[C:14]1(=O)[CH2:19][CH2:18][CH2:17][CH2:16][CH2:15]1.C[O-].[Na+].O. The product is [C:14]1([C:9]2[C:8]3[C:12](=[CH:13][C:5]([C:3]([OH:2])=[O:4])=[CH:6][CH:7]=3)[NH:11][CH:10]=2)[CH2:19][CH2:18][CH2:17][CH2:16][CH:15]=1. The catalyst is CO. The yield is 1.00. (2) The reactants are Br[CH2:2][C:3]1[CH:13]=[CH:12][C:11]([N+:14]([O-:16])=[O:15])=[CH:10][C:4]=1[C:5]([O:7]CC)=O.[CH:17]([C:20]1[CH:26]=[CH:25][C:23]([NH2:24])=[CH:22][CH:21]=1)([CH3:19])[CH3:18].C(N(CC)C(C)C)(C)C. The catalyst is C(O)C. The yield is 0.750. The product is [CH:17]([C:20]1[CH:26]=[CH:25][C:23]([N:24]2[CH2:2][C:3]3[C:4](=[CH:10][C:11]([N+:14]([O-:16])=[O:15])=[CH:12][CH:13]=3)[C:5]2=[O:7])=[CH:22][CH:21]=1)([CH3:19])[CH3:18]. (3) The reactants are [NH:1](C(OC(C)(C)C)=O)[C@H:2]([C:15]([NH:17][C@H:18]([C:26]([NH2:28])=[O:27])[CH2:19][CH2:20][CH2:21][NH:22][C:23](=[NH:25])[NH2:24])=[O:16])[CH2:3][C:4]1[CH:9]=[CH:8][C:7]([O:10][C:11]([CH3:14])([CH3:13])[CH3:12])=[CH:6][CH:5]=1.C(O)(C(F)(F)F)=O. The catalyst is C(Cl)Cl. The product is [NH2:1][C@H:2]([C:15]([NH:17][C@H:18]([C:26]([NH2:28])=[O:27])[CH2:19][CH2:20][CH2:21][NH:22][C:23](=[NH:24])[NH2:25])=[O:16])[CH2:3][C:4]1[CH:5]=[CH:6][C:7]([O:10][C:11]([CH3:12])([CH3:13])[CH3:14])=[CH:8][CH:9]=1. The yield is 1.00.